From a dataset of Reaction yield outcomes from USPTO patents with 853,638 reactions. Predict the reaction yield, written as a fraction of the theoretical maximum amount of product (1.0 means a 100% yield; for example, 0.34 means a 34% yield). (1) The reactants are [CH3:1][O:2][C:3]([C:5]1[CH:6]=[CH:7][C:8]([C:11]([OH:13])=O)=[N:9][CH:10]=1)=[O:4].Cl.Cl.[CH3:16][O:17][C:18]1[CH:30]=[CH:29][C:21]([CH2:22][N:23]2[CH2:28][CH2:27][CH2:26][CH2:25][CH2:24]2)=[CH:20][CH:19]=1.C([N:33](CC)CC)C.CN(C(ON1N=NC2C=CC=NC1=2)=[N+](C)C)C.F[P-](F)(F)(F)(F)F. The catalyst is CN(C)C=O. The product is [CH3:16][O:17][C:18]1[CH:19]=[CH:20][C:21]([CH2:22][N:23]2[CH2:28][CH2:27][CH:26]([NH:33][C:11]([C:8]3[CH:7]=[CH:6][C:5]([C:3]([O:2][CH3:1])=[O:4])=[CH:10][N:9]=3)=[O:13])[CH2:25][CH2:24]2)=[CH:29][CH:30]=1. The yield is 0.840. (2) The reactants are C(OC(=O)[NH:7][CH2:8][CH2:9][C:10]#[C:11][C:12]1[CH:17]=[CH:16][C:15]([C:18](=[O:21])[NH:19][CH3:20])=[C:14]([NH:22][CH2:23][CH3:24])[N:13]=1)(C)(C)C.C(O)(C(F)(F)F)=O. The catalyst is C(Cl)Cl. The product is [NH2:7][CH2:8][CH2:9][C:10]#[C:11][C:12]1[CH:17]=[CH:16][C:15]([C:18]([NH:19][CH3:20])=[O:21])=[C:14]([NH:22][CH2:23][CH3:24])[N:13]=1. The yield is 0.450. (3) The reactants are Br[C:2]1[CH:35]=[CH:34][C:5]([CH2:6][CH2:7][NH:8][C:9]([C:11]2[CH:33]=[CH:32][C:14]([O:15][C:16]3[CH:25]=[C:24]4[C:19]([CH:20]([C:26]([O:28][CH2:29][CH3:30])=[O:27])[CH2:21][CH2:22][O:23]4)=[CH:18][C:17]=3[Cl:31])=[CH:13][CH:12]=2)=[O:10])=[CH:4][CH:3]=1.P([O-])([O-])([O-])=O.[K+].[K+].[K+].C1(P([CH:57]2[CH2:62][CH2:61]CCC2)C2CCCCC2)CCCCC1.C1(B(O)O)CC1. The catalyst is C1(C)C=CC=CC=1.C([O-])(=O)C.[Pd+2].C([O-])(=O)C.O. The product is [Cl:31][C:17]1[CH:18]=[C:19]2[C:24](=[CH:25][C:16]=1[O:15][C:14]1[CH:32]=[CH:33][C:11]([C:9](=[O:10])[NH:8][CH2:7][CH2:6][C:5]3[CH:34]=[CH:35][C:2]([CH:61]4[CH2:62][CH2:57]4)=[CH:3][CH:4]=3)=[CH:12][CH:13]=1)[O:23][CH2:22][CH2:21][CH:20]2[C:26]([O:28][CH2:29][CH3:30])=[O:27]. The yield is 0.460. (4) The reactants are Cl.[CH3:2][O:3][C:4](=[O:46])[NH:5][C@H:6]([C:10]([N:12]1[CH2:16][CH2:15][CH2:14][C@H:13]1[C:17]1[NH:18][CH:19]=[C:20]([C:22]2[CH:27]=[CH:26][C:25]([C:28]3[C:29]4[S:35][CH:34]=[C:33]([C:36]5[NH:37][C:38]([C@@H:41]6[CH2:45][CH2:44][CH2:43][NH:42]6)=[N:39][CH:40]=5)[C:30]=4[S:31][CH:32]=3)=[CH:24][CH:23]=2)[N:21]=1)=[O:11])[CH:7]([CH3:9])[CH3:8].[C:47]([O:51][C:52]([NH:54][C@H:55]([C:66]1[CH:71]=[CH:70][CH:69]=[CH:68][CH:67]=1)[C:56](N1CCC[C@H]1C(O)=O)=[O:57])=[O:53])(C)(C)C.CN(C(ON1N=NC2C=CC=NC1=2)=[N+](C)C)C.F[P-](F)(F)(F)(F)F.CCN(CC)CC. The catalyst is CN(C)C=O. The product is [CH3:2][O:3][C:4](=[O:46])[NH:5][C@H:6]([C:10]([N:12]1[CH2:16][CH2:15][CH2:14][C@H:13]1[C:17]1[NH:18][CH:19]=[C:20]([C:22]2[CH:27]=[CH:26][C:25]([C:28]3[C:29]4[S:35][CH:34]=[C:33]([C:36]5[NH:37][C:38]([C@@H:41]6[CH2:45][CH2:44][CH2:43][N:42]6[C:56](=[O:57])[C@H:55]([NH:54][C:52]([O:51][CH3:47])=[O:53])[C:66]6[CH:71]=[CH:70][CH:69]=[CH:68][CH:67]=6)=[N:39][CH:40]=5)[C:30]=4[S:31][CH:32]=3)=[CH:24][CH:23]=2)[N:21]=1)=[O:11])[CH:7]([CH3:9])[CH3:8]. The yield is 0.250. (5) The product is [Br:27][CH2:19][C:16]1[CH:17]=[CH:18][C:13]([NH:12][C:4]2[CH:3]=[C:2]([Cl:1])[CH:11]=[CH:10][C:5]=2[C:6]([O:8][CH3:9])=[O:7])=[C:14]([N+:21]([O-:23])=[O:22])[CH:15]=1. The catalyst is CN(C=O)C. The yield is 0.970. The reactants are [Cl:1][C:2]1[CH:11]=[CH:10][C:5]([C:6]([O:8][CH3:9])=[O:7])=[C:4]([NH:12][C:13]2[CH:18]=[CH:17][C:16]([CH2:19]O)=[CH:15][C:14]=2[N+:21]([O-:23])=[O:22])[CH:3]=1.[Li+].[Br-].P(Br)(Br)[Br:27]. (6) The reactants are [CH3:1][O:2][C:3]1[CH:8]=[CH:7][C:6]([N+:9]([O-:11])=[O:10])=[CH:5][C:4]=1[OH:12].I[CH2:14][CH3:15].C(=O)([O-])[O-].[K+].[K+]. The catalyst is CC(C)=O. The product is [CH2:14]([O:12][C:4]1[CH:5]=[C:6]([N+:9]([O-:11])=[O:10])[CH:7]=[CH:8][C:3]=1[O:2][CH3:1])[CH3:15]. The yield is 0.990. (7) No catalyst specified. The yield is 0.830. The product is [Br:1][C:2]1[CH:3]=[CH:4][C:5]([S:8][C:9]2[N:14]=[C:13]([CH3:15])[C:12]([CH:16]=[O:17])=[CH:11][CH:10]=2)=[CH:6][C:7]=1[CH3:20]. The reactants are [Br:1][C:2]1[CH:7]=[CH:6][C:5]([S:8][C:9]2[N:14]=[C:13]([CH3:15])[C:12]([CH:16]=[O:17])=[CH:11][CH:10]=2)=[C:4](C)[CH:3]=1.Br[C:20]1C=CC(N)=CC=1C.ClC1N=C(C)C(C=O)=CC=1.C([O-])([O-])=O.[K+].[K+]. (8) The reactants are [C:1]([O:5][C:6]([N:8]([CH3:15])[CH2:9][CH2:10][C:11](OC)=[O:12])=[O:7])([CH3:4])([CH3:3])[CH3:2].O.[NH2:17][NH2:18]. The catalyst is CCO. The product is [NH:17]([C:11](=[O:12])[CH2:10][CH2:9][N:8]([CH3:15])[C:6](=[O:7])[O:5][C:1]([CH3:4])([CH3:3])[CH3:2])[NH2:18]. The yield is 0.980.